Predict the reactants needed to synthesize the given product. From a dataset of Full USPTO retrosynthesis dataset with 1.9M reactions from patents (1976-2016). (1) The reactants are: [F:1][C:2]1[C:7]2[N:8]=[C:9]([C:11]3[CH:12]=[C:13]([CH:16]=[C:17](B4OC(C)(C)C(C)(C)O4)[CH:18]=3)[CH:14]=[O:15])[O:10][C:6]=2[CH:5]=[CH:4][CH:3]=1.[CH3:28][NH:29][C:30]([C:32]1[C:36]2[CH:37]=[C:38](Br)[C:39]([N:41]([S:43]([CH3:46])(=[O:45])=[O:44])[CH3:42])=[CH:40][C:35]=2[O:34][C:33]=1[C:48]1[CH:53]=[CH:52][C:51]([F:54])=[CH:50][CH:49]=1)=[O:31].[O-]P([O-])([O-])=O.[K+].[K+].[K+]. Given the product [F:1][C:2]1[C:7]2[N:8]=[C:9]([C:11]3[CH:18]=[C:17]([C:38]4[C:39]([N:41]([CH3:42])[S:43]([CH3:46])(=[O:45])=[O:44])=[CH:40][C:35]5[O:34][C:33]([C:48]6[CH:53]=[CH:52][C:51]([F:54])=[CH:50][CH:49]=6)=[C:32]([C:30]([NH:29][CH3:28])=[O:31])[C:36]=5[CH:37]=4)[CH:16]=[C:13]([CH:14]=[O:15])[CH:12]=3)[O:10][C:6]=2[CH:5]=[CH:4][CH:3]=1, predict the reactants needed to synthesize it. (2) Given the product [C:17]([C:14]1[CH:15]=[CH:16][C:11]([C:8]2[CH:9]=[CH:10][C:5]([CH2:4][C@H:3]([NH:22][C:23]([C@@H:25]3[CH2:30][CH2:29][CH2:28][CH2:27][NH:26]3)=[O:24])[C:1]#[N:2])=[CH:6][CH:7]=2)=[CH:12][C:13]=1[S:19]([CH3:21])=[O:20])(=[O:39])[NH2:18], predict the reactants needed to synthesize it. The reactants are: [C:1]([C@@H:3]([NH:22][C:23]([C@@H:25]1[CH2:30][CH2:29][CH2:28][CH2:27][N:26]1C(OC(C)(C)C)=O)=[O:24])[CH2:4][C:5]1[CH:10]=[CH:9][C:8]([C:11]2[CH:16]=[CH:15][C:14]([C:17]#[N:18])=[C:13]([S:19]([CH3:21])=[O:20])[CH:12]=2)=[CH:7][CH:6]=1)#[N:2].C(O)=[O:39]. (3) Given the product [CH3:12][O:13][C:14]1[CH:15]=[C:16]([CH:19]=[CH:20][CH:21]=1)[C:17](=[NH:18])[NH:1][C:2]1[CH:7]=[CH:6][CH:5]=[CH:4][CH:3]=1, predict the reactants needed to synthesize it. The reactants are: [NH2:1][C:2]1[CH:7]=[CH:6][CH:5]=[CH:4][CH:3]=1.C[Al](C)C.[CH3:12][O:13][C:14]1[CH:15]=[C:16]([CH:19]=[CH:20][CH:21]=1)[C:17]#[N:18].ClCCl.CO. (4) Given the product [I:25][C:6]1[CH:7]=[C:8]2[C:22](=[CH:23][CH:24]=1)[CH2:21][C:10]1([O:15][C:14](=[O:16])[NH:13][C:12]3[N:17]=[CH:18][CH:19]=[CH:20][C:11]1=3)[CH2:9]2, predict the reactants needed to synthesize it. The reactants are: N([O-])=O.[Na+].N[C:6]1[CH:7]=[C:8]2[C:22](=[CH:23][CH:24]=1)[CH2:21][C:10]1([O:15][C:14](=[O:16])[NH:13][C:12]3[N:17]=[CH:18][CH:19]=[CH:20][C:11]1=3)[CH2:9]2.[I-:25].[Na+]. (5) Given the product [CH3:5][CH2:4][C:3]([CH2:8][O:9][CH2:14][CH:10]=[CH2:11])([CH2:6][OH:7])[CH2:2][OH:1], predict the reactants needed to synthesize it. The reactants are: [OH:1][CH2:2][C:3]([CH2:8][OH:9])([CH2:6][OH:7])[CH2:4][CH3:5].[CH2:10]1[CH2:14]OC[CH2:11]1.[OH-].[K+].C(Br)C=C. (6) Given the product [CH3:1][O:2][C:3](=[O:12])[CH2:4][N:5]1[CH:9]=[C:8]([CH2:10][Cl:13])[CH:7]=[N:6]1, predict the reactants needed to synthesize it. The reactants are: [CH3:1][O:2][C:3](=[O:12])[CH2:4][N:5]1[CH:9]=[C:8]([CH2:10]O)[CH:7]=[N:6]1.[Cl:13]CCCl.